Dataset: Catalyst prediction with 721,799 reactions and 888 catalyst types from USPTO. Task: Predict which catalyst facilitates the given reaction. (1) Reactant: Cl[C:2]1[CH:7]=[CH:6][CH:5]=[CH:4][C:3]=1[C:8]1[C:13]([Cl:14])=[CH:12][C:11]([C:15]([N:17]2[C:23]3[CH:24]=[CH:25][CH:26]=[CH:27][C:22]=3[CH2:21][N:20]3[C:28]([C:31]([OH:33])=O)=[CH:29][CH:30]=[C:19]3[CH2:18]2)=[O:16])=[C:10]([O:34][CH3:35])[CH:9]=1.[CH3:36][NH:37][CH2:38][C:39]1[CH:40]=[N:41][CH:42]=[CH:43][CH:44]=1.ON1C2C=CC=CC=2N=N1.[ClH:55].CN(C)CCCN=C=NCC.C(N(CC)C(C)C)(C)C. Product: [Cl:55][C:4]1[CH:5]=[CH:6][CH:7]=[CH:2][C:3]=1[C:8]1[C:13]([Cl:14])=[CH:12][C:11]([C:15]([N:17]2[C:23]3[CH:24]=[CH:25][CH:26]=[CH:27][C:22]=3[CH2:21][N:20]3[C:28]([C:31]([N:37]([CH3:36])[CH2:38][C:39]4[CH:40]=[N:41][CH:42]=[CH:43][CH:44]=4)=[O:33])=[CH:29][CH:30]=[C:19]3[CH2:18]2)=[O:16])=[C:10]([O:34][CH3:35])[CH:9]=1. The catalyst class is: 695. (2) Reactant: [CH2:1]([N:8]([C:10]([NH:12][C:13]1[CH:14]=[N:15][N:16]([CH2:18][C:19]2[C:20]([CH3:25])=[N:21][O:22][C:23]=2[CH3:24])[CH:17]=1)=[O:11])[NH2:9])[C:2]1[CH:7]=[CH:6][CH:5]=[CH:4][CH:3]=1.Cl[C:27](OCC)=[O:28].C(N(CC)CC)C.[OH-].[Na+]. Product: [CH2:1]([N:8]1[C:10](=[O:11])[N:12]([C:13]2[CH:14]=[N:15][N:16]([CH2:18][C:19]3[C:20]([CH3:25])=[N:21][O:22][C:23]=3[CH3:24])[CH:17]=2)[C:27](=[O:28])[NH:9]1)[C:2]1[CH:7]=[CH:6][CH:5]=[CH:4][CH:3]=1. The catalyst class is: 10. (3) Reactant: [CH3:1][O:2][C:3]1([O:11][CH3:12])[CH2:6][CH:5]([C:7]([O:9]C)=O)[CH2:4]1.Cl.[CH3:14][NH:15][O:16][CH3:17].C([Mg]Cl)(C)C. Product: [CH3:17][O:16][N:15]([CH3:14])[C:7]([CH:5]1[CH2:4][C:3]([O:2][CH3:1])([O:11][CH3:12])[CH2:6]1)=[O:9]. The catalyst class is: 1. (4) Reactant: [CH3:1][O:2][C:3]1[CH:4]=[C:5]([C:9](=[O:13])[CH2:10][C:11]#[N:12])[CH:6]=[CH:7][CH:8]=1.[NH2:14][C:15]1[CH:20]=[CH:19][CH:18]=[CH:17][CH:16]=1. Product: [CH3:1][O:2][C:3]1[CH:4]=[C:5]([C:9](=[O:13])[CH2:10][C:11](=[NH:12])[NH:14][C:15]2[CH:20]=[CH:19][CH:18]=[CH:17][CH:16]=2)[CH:6]=[CH:7][CH:8]=1. The catalyst class is: 8. (5) Reactant: [CH3:1][O:2][C:3](=[O:28])[CH2:4][N:5]1[C:10](=[O:11])[C:9]([Cl:12])=[C:8](Cl)[N:7]=[C:6]1[N:14]1[CH2:19][CH2:18][CH:17]([NH:20][C:21]([O:23][C:24]([CH3:27])([CH3:26])[CH3:25])=[O:22])[CH2:16][CH2:15]1.[C:29]([C:31]1[CH:36]=[CH:35][C:34](B(O)O)=[CH:33][C:32]=1[F:40])#[N:30].C([O-])([O-])=O.[Na+].[Na+].O. Product: [CH3:1][O:2][C:3](=[O:28])[CH2:4][N:5]1[C:10](=[O:11])[C:9]([Cl:12])=[C:8]([C:34]2[CH:35]=[CH:36][C:31]([C:29]#[N:30])=[C:32]([F:40])[CH:33]=2)[N:7]=[C:6]1[N:14]1[CH2:19][CH2:18][CH:17]([NH:20][C:21]([O:23][C:24]([CH3:27])([CH3:25])[CH3:26])=[O:22])[CH2:16][CH2:15]1. The catalyst class is: 128. (6) Reactant: [CH3:1][O:2][C:3]1[CH:4]=[C:5]([CH:11]=[CH:12][C:13]([OH:15])=O)[CH:6]=[CH:7][C:8]=1[O:9][CH3:10].O[NH:17][C:18](=[NH:26])[CH2:19][CH2:20][CH2:21][CH2:22][CH2:23][CH2:24][CH3:25]. Product: [CH3:1][O:2][C:3]1[CH:4]=[C:5]([CH:11]=[CH:12][C:13]2[O:15][N:26]=[C:18]([CH2:19][CH2:20][CH2:21][CH2:22][CH2:23][CH2:24][CH3:25])[N:17]=2)[CH:6]=[CH:7][C:8]=1[O:9][CH3:10]. The catalyst class is: 11. (7) Reactant: [Cl:1][CH2:2][C:3](=[O:7])[C:4](O)=[O:5].[C:8]([C:12]1[O:16][N:15]=[C:14]([NH2:17])[CH:13]=1)([CH3:11])([CH3:10])[CH3:9].[CH2:18]=O.Cl. Product: [C:8]([C:12]1[O:16][N:15]=[C:14]([N:17]2[C:4](=[O:5])[C:3]([OH:7])=[C:2]([Cl:1])[CH2:18]2)[CH:13]=1)([CH3:11])([CH3:10])[CH3:9]. The catalyst class is: 86.